This data is from HIV replication inhibition screening data with 41,000+ compounds from the AIDS Antiviral Screen. The task is: Binary Classification. Given a drug SMILES string, predict its activity (active/inactive) in a high-throughput screening assay against a specified biological target. (1) The drug is COc1ccc(C(CC(=O)c2cccs2)C(=O)c2cccs2)cc1. The result is 0 (inactive). (2) The molecule is N=C1NC(NCC2(CO)CCC2)=CC(OCC2(CO)CCC2)N1. The result is 0 (inactive).